Dataset: CYP1A2 inhibition data for predicting drug metabolism from PubChem BioAssay. Task: Regression/Classification. Given a drug SMILES string, predict its absorption, distribution, metabolism, or excretion properties. Task type varies by dataset: regression for continuous measurements (e.g., permeability, clearance, half-life) or binary classification for categorical outcomes (e.g., BBB penetration, CYP inhibition). Dataset: cyp1a2_veith. (1) The drug is COc1ccc(Br)cc1C(=O)Nc1ccc(Cc2ccncc2)cc1. The result is 1 (inhibitor). (2) The molecule is CS(=O)(=O)N1CCC2(CC1)CN(C(c1ccccc1)c1ccccc1)C2. The result is 0 (non-inhibitor). (3) The drug is FC(F)(F)c1ccccc1-c1cc(NCc2cccnc2)ncn1. The result is 1 (inhibitor). (4) The molecule is COc1cc(/C=C(\C#N)C(N)=O)cc(CSc2nc3ccccc3s2)c1O. The result is 1 (inhibitor). (5) The drug is COc1ccc(-c2cc(C(=O)Nc3cnn(Cc4ccccc4C)c3)no2)cc1OC. The result is 0 (non-inhibitor).